Task: Predict the product of the given reaction.. Dataset: Forward reaction prediction with 1.9M reactions from USPTO patents (1976-2016) (1) The product is: [CH3:36][C@H:23]1[CH2:24][NH:25][CH2:26][C@@H:27]([CH3:28])[N:22]1[C:20]([O:5][CH2:4][C:3]1[CH:6]=[C:7]([O:10][CH2:17][CH:11]2[CH2:16][CH2:15][CH2:14][CH2:13][CH2:12]2)[CH:8]=[CH:9][C:2]=1[F:1])=[O:21]. Given the reactants [F:1][C:2]1[CH:9]=[CH:8][C:7]([OH:10])=[CH:6][C:3]=1[CH2:4][OH:5].[CH:11]1([CH2:17]Br)[CH2:16][CH2:15][CH2:14][CH2:13][CH2:12]1.Cl[C:20]([N:22]1[C@H:27]([CH3:28])[CH2:26][N:25](C(OC(C)(C)C)=O)[CH2:24][C@@H:23]1[CH3:36])=[O:21], predict the reaction product. (2) Given the reactants [NH2:1][NH:2][C:3](=[NH:14])[C:4]1[C:9]([C:10]([F:13])([F:12])[F:11])=[CH:8][CH:7]=[N:6][CH:5]=1.[CH2:15]([N:17]([CH2:27][CH3:28])[C:18]1[CH:25]=[CH:24][C:21]([CH:22]=O)=[C:20]([OH:26])[CH:19]=1)[CH3:16], predict the reaction product. The product is: [CH2:27]([N:17]([CH2:15][CH3:16])[C:18]1[CH:25]=[CH:24][C:21]([C:22]2[NH:1][N:2]=[C:3]([C:4]3[CH:5]=[N:6][CH:7]=[CH:8][C:9]=3[C:10]([F:11])([F:12])[F:13])[N:14]=2)=[C:20]([OH:26])[CH:19]=1)[CH3:28]. (3) Given the reactants [F:1][C:2]1[CH:7]=[CH:6][CH:5]=[C:4]([F:8])[C:3]=1[N:9]1[C:14]2[N:15]=[C:16](S(C)=O)[N:17]=[C:18]([C:19]3[CH:20]=[C:21]([CH:28]=[CH:29][C:30]=3[CH3:31])[C:22]([NH:24][CH:25]([CH3:27])[CH3:26])=[O:23])[C:13]=2[CH2:12][NH:11][C:10]1=[O:35].[CH3:36][CH:37]([NH:39][CH2:40][CH2:41][NH2:42])[CH3:38], predict the reaction product. The product is: [F:1][C:2]1[CH:7]=[CH:6][CH:5]=[C:4]([F:8])[C:3]=1[N:9]1[C:14]2[N:15]=[C:16]([NH:42][CH2:41][CH2:40][NH:39][CH:37]([CH3:38])[CH3:36])[N:17]=[C:18]([C:19]3[CH:20]=[C:21]([CH:28]=[CH:29][C:30]=3[CH3:31])[C:22]([NH:24][CH:25]([CH3:27])[CH3:26])=[O:23])[C:13]=2[CH2:12][NH:11][C:10]1=[O:35]. (4) Given the reactants CN(C)CCN(C)C.Cl[C:10]([O:12][CH2:13][CH2:14][O:15][CH3:16])=[O:11].[CH3:17][CH:18]1[CH2:27][C:26]2[N:25]=[N:24][C:23]([C:28]3[CH:33]=[CH:32][CH:31]=[C:30]([C:34]([F:37])([F:36])[F:35])[CH:29]=3)=[CH:22][C:21]=2[CH:20]([OH:38])[CH2:19]1.C(=O)([O-])O.[Na+], predict the reaction product. The product is: [CH3:16][O:15][CH2:14][CH2:13][O:12][C:10]([O:38][CH:20]1[CH2:19][CH:18]([CH3:17])[CH2:27][C:26]2[N:25]=[N:24][C:23]([C:28]3[CH:33]=[CH:32][CH:31]=[C:30]([C:34]([F:37])([F:36])[F:35])[CH:29]=3)=[CH:22][C:21]1=2)=[O:11].